This data is from Full USPTO retrosynthesis dataset with 1.9M reactions from patents (1976-2016). The task is: Predict the reactants needed to synthesize the given product. (1) Given the product [CH3:19][O:20][C:21]([C:23]1[C:24]([O:48][CH3:49])=[C:25]2[C:30](=[C:31]([O:37][CH:56]([C:50]3[CH:55]=[CH:54][CH:53]=[CH:52][CH:51]=3)[C:59]3[CH:64]=[CH:63][CH:62]=[CH:61][CH:60]=3)[C:32]=1[C:33]([O:35][CH3:36])=[O:34])[N:29]=[CH:28][CH:27]=[CH:26]2)=[O:22], predict the reactants needed to synthesize it. The reactants are: CCCC[N+](CCCC)(CCCC)CCCC.[F-].[CH3:19][O:20][C:21]([C:23]1[C:24]([O:48][CH3:49])=[C:25]2[C:30](=[C:31]([O:37][Si](C(C)C)(C(C)C)C(C)C)[C:32]=1[C:33]([O:35][CH3:36])=[O:34])[N:29]=[CH:28][CH:27]=[CH:26]2)=[O:22].[C:50]1([C:56]([C:59]2[CH:64]=[CH:63][CH:62]=[CH:61][CH:60]=2)=[N+]=[N-])[CH:55]=[CH:54][CH:53]=[CH:52][CH:51]=1. (2) Given the product [C:25]([C:22]1[CH:23]=[CH:24][C:13]([CH2:12][NH:11][C:7]([C:5]2[N:6]=[C:2]([CH3:1])[O:3][CH:4]=2)=[O:9])=[C:14]([O:15][CH2:16][C:17](=[O:18])[NH:19][CH3:20])[CH:21]=1)#[N:26], predict the reactants needed to synthesize it. The reactants are: [CH3:1][C:2]1[O:3][CH:4]=[C:5]([C:7]([OH:9])=O)[N:6]=1.Cl.[NH2:11][CH2:12][C:13]1[CH:24]=[CH:23][C:22]([C:25]#[N:26])=[CH:21][C:14]=1[O:15][CH2:16][C:17]([NH:19][CH3:20])=[O:18]. (3) Given the product [N:14]1([CH2:13][CH2:12][CH2:11][S:10][C:2]2[S:1][C:5]3[CH:6]=[CH:7][CH:8]=[CH:9][C:4]=3[N:3]=2)[CH2:19][CH2:18][NH:17][CH2:16][CH2:15]1, predict the reactants needed to synthesize it. The reactants are: [S:1]1[C:5]2[CH:6]=[CH:7][CH:8]=[CH:9][C:4]=2[N:3]=[C:2]1[S:10][CH2:11][CH2:12][CH2:13][N:14]1[CH2:19][CH2:18][N:17](C(OC(C)(C)C)=O)[CH2:16][CH2:15]1.FC(F)(F)C(O)=O. (4) The reactants are: [H-].[Al+3].[Li+].[H-].[H-].[H-].[CH2:7]([N:11]1[C:16]([CH3:17])=[CH:15][C:14]([CH3:19])([CH3:18])[CH2:13][C:12]1=O)[CH:8]([CH3:10])[CH3:9].O.O.O.O.O.O.O.O.O.O.S([O-])([O-])(=O)=O.[Na+].[Na+].S([O-])([O-])(=O)=O.[Na+].[Na+].C(N1CCC(C)(C)CC1)C(C)C. Given the product [CH2:7]([N:11]1[C:16]([CH3:17])=[CH:15][C:14]([CH3:19])([CH3:18])[CH2:13][CH2:12]1)[CH:8]([CH3:10])[CH3:9], predict the reactants needed to synthesize it.